This data is from Full USPTO retrosynthesis dataset with 1.9M reactions from patents (1976-2016). The task is: Predict the reactants needed to synthesize the given product. (1) Given the product [CH3:3][C:2]([CH3:5])([CH3:4])/[CH:1]=[N:13]/[S:11]([C:8]([CH3:10])([CH3:9])[CH3:7])=[O:12], predict the reactants needed to synthesize it. The reactants are: [CH:1](=O)[C:2]([CH3:5])([CH3:4])[CH3:3].[CH3:7][C:8]([S:11]([NH2:13])=[O:12])([CH3:10])[CH3:9]. (2) Given the product [Br:1][C:2]1[CH:3]=[N:4][N:5]2[C:10]([NH:11][C:12]3[CH:17]=[C:16]([CH3:18])[CH:15]=[CH:14][C:13]=3[CH3:19])=[C:9]([C:20]([N:28]3[CH2:29][CH2:30][C:25]([F:24])([C:31]4[CH:32]=[CH:33][CH:34]=[CH:35][CH:36]=4)[CH2:26][CH2:27]3)=[O:21])[CH:8]=[N:7][C:6]=12, predict the reactants needed to synthesize it. The reactants are: [Br:1][C:2]1[CH:3]=[N:4][N:5]2[C:10]([NH:11][C:12]3[CH:17]=[C:16]([CH3:18])[CH:15]=[CH:14][C:13]=3[CH3:19])=[C:9]([C:20](O)=[O:21])[CH:8]=[N:7][C:6]=12.Cl.[F:24][C:25]1([C:31]2[CH:36]=[CH:35][CH:34]=[CH:33][CH:32]=2)[CH2:30][CH2:29][NH:28][CH2:27][CH2:26]1. (3) Given the product [Br:11][C:12]1[CH:13]=[C:14]([C:18]2[C:19]([C:27]3[CH:32]=[CH:31][CH:30]=[CH:29][CH:28]=3)=[C:20]([C:23]([O:25][CH3:26])=[O:24])[NH:21][C:22]=2[CH:4]=[O:5])[CH:15]=[CH:16][CH:17]=1, predict the reactants needed to synthesize it. The reactants are: CN([CH:4]=[O:5])C.P(Cl)(Cl)(Cl)=O.[Br:11][C:12]1[CH:13]=[C:14]([C:18]2[C:19]([C:27]3[CH:32]=[CH:31][CH:30]=[CH:29][CH:28]=3)=[C:20]([C:23]([O:25][CH3:26])=[O:24])[NH:21][CH:22]=2)[CH:15]=[CH:16][CH:17]=1.O. (4) Given the product [CH3:1][C:2]1[CH:3]=[C:4]2[C:8](=[C:9]([NH:11][CH:26]3[CH2:27][CH2:28][O:23][CH2:24][CH2:25]3)[CH:10]=1)[NH:7][C:6]([C:14]1[O:15][CH2:16][C@@H:17]([CH2:19][CH2:20][N:30]3[CH2:35][CH2:34][O:33][CH2:32][CH2:31]3)[N:18]=1)=[CH:5]2, predict the reactants needed to synthesize it. The reactants are: [CH3:1][C:2]1[CH:3]=[C:4]2[C:8](=[C:9]([N+:11]([O-])=O)[CH:10]=1)[NH:7][C:6]([C:14]1[O:15][CH2:16][C@@H:17]([CH2:19][C:20](O)=O)[N:18]=1)=[CH:5]2.[O:23]1[CH2:28][CH2:27][C:26](=O)[CH2:25][CH2:24]1.[NH:30]1[CH2:35][CH2:34][O:33][CH2:32][CH2:31]1. (5) The reactants are: [CH3:1][CH:2]1[CH2:11][CH2:10][C:9]2[C:4](=[CH:5][CH:6]=[CH:7][CH:8]=2)[NH:3]1.[CH2:12]([O:14][C:15](=[O:26])[C:16](=[CH:22]OCC)[C:17](OCC)=[O:18])[CH3:13]. Given the product [CH2:12]([O:14][C:15]([C:16]1[C:17](=[O:18])[C:5]2[C:4]3=[C:9]([CH2:10][CH2:11][CH:2]([CH3:1])[N:3]3[CH:22]=1)[CH:8]=[CH:7][CH:6]=2)=[O:26])[CH3:13], predict the reactants needed to synthesize it. (6) Given the product [CH3:1][CH:2]([CH3:6])[CH2:3][CH:4]=[CH:7][C:8](=[O:9])[CH3:10], predict the reactants needed to synthesize it. The reactants are: [CH3:1][CH:2]([CH3:6])[CH2:3][CH:4]=O.[CH3:7][C:8]([CH3:10])=[O:9]. (7) Given the product [C:17]([C:12]1[CH:11]=[C:10]2[C:15]([CH2:16][N:8]([C:4]3[CH:5]=[CH:6][CH:7]=[C:2]([B:26]4[O:27][C:28]([CH3:30])([CH3:29])[C:24]([CH3:40])([CH3:23])[O:25]4)[C:3]=3[CH3:22])[C:9]2=[O:21])=[CH:14][CH:13]=1)([CH3:20])([CH3:19])[CH3:18], predict the reactants needed to synthesize it. The reactants are: Br[C:2]1[C:3]([CH3:22])=[C:4]([N:8]2[CH2:16][C:15]3[C:10](=[CH:11][C:12]([C:17]([CH3:20])([CH3:19])[CH3:18])=[CH:13][CH:14]=3)[C:9]2=[O:21])[CH:5]=[CH:6][CH:7]=1.[CH3:23][C:24]1([CH3:40])[C:28]([CH3:30])([CH3:29])[O:27][B:26]([B:26]2[O:27][C:28]([CH3:30])([CH3:29])[C:24]([CH3:40])([CH3:23])[O:25]2)[O:25]1.C([O-])(=O)C.[K+].CC(C1C=C(C(C)C)C(C2C=CC=CC=2P(C2CCCCC2)C2CCCCC2)=C(C(C)C)C=1)C. (8) Given the product [Br:1][C:2]1[CH:10]=[CH:9][CH:8]=[C:7]2[C:3]=1[C:4]1([C:15]3=[CH:16][C:17]4[O:21][CH2:20][O:19][C:18]=4[CH:22]=[C:14]3[O:13][CH2:12]1)[C:5](=[O:11])[N:6]2[C:23]([O:25][C:26]([CH3:29])([CH3:28])[CH3:27])=[O:24], predict the reactants needed to synthesize it. The reactants are: [Br:1][C:2]1[CH:10]=[CH:9][CH:8]=[C:7]2[C:3]=1[C:4]1([C:15]3=[CH:16][C:17]4[O:21][CH2:20][O:19][C:18]=4[CH:22]=[C:14]3[O:13][CH2:12]1)[C:5](=[O:11])[NH:6]2.[C:23](O[C:23]([O:25][C:26]([CH3:29])([CH3:28])[CH3:27])=[O:24])([O:25][C:26]([CH3:29])([CH3:28])[CH3:27])=[O:24].[OH-].[Na+]. (9) The reactants are: [C:1]1([C:7]([C:10]2[CH:11]=[N:12][C:13]3[C:18]([C:19]=2[C:20]2[CH:25]=[CH:24][CH:23]=[CH:22][CH:21]=2)=[CH:17][CH:16]=[CH:15][C:14]=3[C:26]([F:29])([F:28])[F:27])([OH:9])[CH3:8])[CH:6]=[CH:5][CH:4]=[CH:3][CH:2]=1.[H-].[Na+].I[CH3:33]. Given the product [CH3:33][O:9][C:7]([C:10]1[CH:11]=[N:12][C:13]2[C:18]([C:19]=1[C:20]1[CH:21]=[CH:22][CH:23]=[CH:24][CH:25]=1)=[CH:17][CH:16]=[CH:15][C:14]=2[C:26]([F:29])([F:27])[F:28])([C:1]1[CH:6]=[CH:5][CH:4]=[CH:3][CH:2]=1)[CH3:8], predict the reactants needed to synthesize it.